Dataset: Catalyst prediction with 721,799 reactions and 888 catalyst types from USPTO. Task: Predict which catalyst facilitates the given reaction. (1) Reactant: [SH:1][C:2]1[S:3][C:4]2[CH:10]=[CH:9][CH:8]=[CH:7][C:5]=2[N:6]=1.[C:11]([O:16][CH2:17][CH2:18]Cl)(=[O:15])[C:12]([CH3:14])=[CH2:13].C([O-])(O)=O.[Na+].[OH-].[Na+]. Product: [C:11]([O:16][CH2:17][CH2:18][S:1][C:2]1[S:3][C:4]2[CH:10]=[CH:9][CH:8]=[CH:7][C:5]=2[N:6]=1)(=[O:15])[C:12]([CH3:14])=[CH2:13]. The catalyst class is: 3. (2) Reactant: [F:1][C:2]1[CH:7]=[CH:6][C:5]([N:8]2[CH:13]=[CH:12][CH:11]=[C:10]([C:14]([O:16]C)=[O:15])[C:9]2=[O:18])=[C:4]([CH3:19])[CH:3]=1.[OH-].[Na+].Cl. Product: [F:1][C:2]1[CH:7]=[CH:6][C:5]([N:8]2[CH:13]=[CH:12][CH:11]=[C:10]([C:14]([OH:16])=[O:15])[C:9]2=[O:18])=[C:4]([CH3:19])[CH:3]=1. The catalyst class is: 5. (3) Reactant: C(Cl)(=O)C(Cl)=O.[Si:7]([O:14][C@H:15]([CH2:26][CH3:27])[C:16]([O:18][Si](C(C)(C)C)(C)C)=O)([C:10]([CH3:13])([CH3:12])[CH3:11])([CH3:9])[CH3:8].N1C=CC=CC=1.[NH2:34][C:35]1[CH:40]=[CH:39][C:38]([CH3:41])=[CH:37][N:36]=1. Product: [Si:7]([O:14][C@H:15]([CH2:26][CH3:27])[C:16]([NH:34][C:35]1[CH:40]=[CH:39][C:38]([CH3:41])=[CH:37][N:36]=1)=[O:18])([C:10]([CH3:11])([CH3:12])[CH3:13])([CH3:8])[CH3:9]. The catalyst class is: 606. (4) Reactant: C(OC([NH:11][C@H:12]1[CH2:17][CH2:16][C@@H:15]([O:18][CH3:19])[CH2:14][C@H:13]1[CH2:20][NH:21][C:22](=[O:28])[O:23][C:24]([CH3:27])([CH3:26])[CH3:25])=O)C1C=CC=CC=1.[H][H]. Product: [NH2:11][C@H:12]1[CH2:17][CH2:16][C@@H:15]([O:18][CH3:19])[CH2:14][C@H:13]1[CH2:20][NH:21][C:22](=[O:28])[O:23][C:24]([CH3:26])([CH3:25])[CH3:27]. The catalyst class is: 19.